Task: Predict the reaction yield, written as a fraction of the theoretical maximum amount of product (1.0 means a 100% yield; for example, 0.34 means a 34% yield).. Dataset: Reaction yield outcomes from USPTO patents with 853,638 reactions (1) The reactants are [CH3:1][C:2]1[CH:3]=[C:4]([CH:9]=[C:10]([C:14]2[CH:19]=[CH:18][C:17]([OH:20])=[CH:16][CH:15]=2)[C:11]([OH:13])=[O:12])[CH:5]=[C:6]([CH3:8])[CH:7]=1.[H-].[Na+].F[C:24]1[CH:31]=[CH:30][C:27]([CH:28]=[O:29])=[CH:26][CH:25]=1.C(O)(=O)CC(CC(O)=O)(C(O)=O)O. The catalyst is CN(C=O)C. The product is [CH3:1][C:2]1[CH:3]=[C:4]([CH:9]=[C:10]([C:14]2[CH:15]=[CH:16][C:17]([O:20][C:24]3[CH:31]=[CH:30][C:27]([CH:28]=[O:29])=[CH:26][CH:25]=3)=[CH:18][CH:19]=2)[C:11]([OH:13])=[O:12])[CH:5]=[C:6]([CH3:8])[CH:7]=1. The yield is 0.800. (2) The reactants are [CH3:1][N:2]1[C:10]([CH2:11][CH2:12][CH2:13][C:14]([OH:16])=O)=[N:9][C:8]2[CH:7]=[C:6]([N:17]([CH2:21][CH2:22][Cl:23])[CH2:18][CH2:19][Cl:20])[CH:5]=[CH:4][C:3]1=2.Cl.CN(C(ON1N=NC2C=CC=NC1=2)=[N+](C)C)C.F[P-](F)(F)(F)(F)F.CCN(C(C)C)C(C)C.Cl.[CH3:59][O:60][C:61](=[O:65])[C@H:62]([CH3:64])[NH2:63]. The catalyst is CN(C=O)C. The product is [CH3:59][O:60][C:61](=[O:65])[C@@H:62]([NH:63][C:14](=[O:16])[CH2:13][CH2:12][CH2:11][C:10]1[N:2]([CH3:1])[C:3]2[CH:4]=[CH:5][C:6]([N:17]([CH2:21][CH2:22][Cl:23])[CH2:18][CH2:19][Cl:20])=[CH:7][C:8]=2[N:9]=1)[CH3:64]. The yield is 0.633.